This data is from Reaction yield outcomes from USPTO patents with 853,638 reactions. The task is: Predict the reaction yield, written as a fraction of the theoretical maximum amount of product (1.0 means a 100% yield; for example, 0.34 means a 34% yield). The reactants are [C:1]12([NH:6][C:7]3[C:12]([C:13]([NH2:15])=[O:14])=[CH:11][N:10]=[C:9](Cl)[N:8]=3)[CH2:5][CH:3]([CH2:4]1)[CH2:2]2.[NH2:17][C@@H:18]1[CH2:23][CH2:22][CH2:21][C@H:20]([OH:24])[CH2:19]1.C(=O)([O-])[O-].[K+].[K+].CS(C)=O. The catalyst is CCOC(C)=O.C1COCC1.O. The product is [C:1]12([NH:6][C:7]3[C:12]([C:13]([NH2:15])=[O:14])=[CH:11][N:10]=[C:9]([NH:17][C@@H:18]4[CH2:23][CH2:22][CH2:21][C@H:20]([OH:24])[CH2:19]4)[N:8]=3)[CH2:5][CH:3]([CH2:4]1)[CH2:2]2. The yield is 0.790.